Dataset: Reaction yield outcomes from USPTO patents with 853,638 reactions. Task: Predict the reaction yield, written as a fraction of the theoretical maximum amount of product (1.0 means a 100% yield; for example, 0.34 means a 34% yield). (1) The reactants are C1(C2(C3C=CC=CC=3)[O:11][C:10]3[CH:12]=[CH:13][C:14]([C:16]([N:18]4[CH2:23][CH2:22][O:21][CH2:20][CH2:19]4)=[O:17])=[CH:15][C:9]=3[O:8]2)C=CC=CC=1.C([SiH](CC)CC)C. The catalyst is FC(F)(F)C(O)=O. The product is [OH:8][C:9]1[CH:15]=[C:14]([C:16]([N:18]2[CH2:23][CH2:22][O:21][CH2:20][CH2:19]2)=[O:17])[CH:13]=[CH:12][C:10]=1[OH:11]. The yield is 0.950. (2) The reactants are [F:1][C:2]1[C:10]([N+:11]([O-:13])=[O:12])=[CH:9][CH:8]=[C:7]([F:14])[C:3]=1[C:4]([OH:6])=O.C(Cl)(=O)C(Cl)=O.[NH2:21][C:22]1[CH:23]=[CH:24][C:25]([NH:28][C:29](=[O:31])[CH3:30])=[N:26][CH:27]=1.C(N(CC)CC)C. The yield is 0.840. The catalyst is ClCCl.CN(C)C=O.O1CCCC1.C(OCC)(=O)C. The product is [C:29]([NH:28][C:25]1[N:26]=[CH:27][C:22]([NH:21][C:4](=[O:6])[C:3]2[C:7]([F:14])=[CH:8][CH:9]=[C:10]([N+:11]([O-:13])=[O:12])[C:2]=2[F:1])=[CH:23][CH:24]=1)(=[O:31])[CH3:30].